This data is from Forward reaction prediction with 1.9M reactions from USPTO patents (1976-2016). The task is: Predict the product of the given reaction. (1) Given the reactants [C:1]([O:4][CH:5]1[C:10](=[O:11])[O:9][CH:8]([CH2:12]OC(=O)C)[CH2:7][CH2:6]1)(=[O:3])[CH3:2].C(N(CC)CC)C, predict the reaction product. The product is: [C:1]([O:4][CH:5]1[CH2:6][CH2:7][CH:8]([CH3:12])[O:9][C:10]1=[O:11])(=[O:3])[CH3:2]. (2) Given the reactants [CH2:1]([N:8]1[CH2:13][CH2:12][CH:11]([C:14](N(OC)C)=[O:15])[CH2:10][CH2:9]1)[C:2]1[CH:7]=[CH:6][CH:5]=[CH:4][CH:3]=1.[CH3:20][Mg]Br.CCOC(C)=O.[NH4+].[Cl-], predict the reaction product. The product is: [CH2:1]([N:8]1[CH2:13][CH2:12][CH:11]([C:14](=[O:15])[CH3:20])[CH2:10][CH2:9]1)[C:2]1[CH:7]=[CH:6][CH:5]=[CH:4][CH:3]=1.